From a dataset of Full USPTO retrosynthesis dataset with 1.9M reactions from patents (1976-2016). Predict the reactants needed to synthesize the given product. (1) Given the product [F:1][C:2]1[CH:3]=[CH:4][C:5]([C:8]2[N:9]=[C:10]3[N:14]([C:15]=2[C:16](=[O:18])[CH3:17])[CH:13]=[CH:12][O:11]3)=[CH:6][CH:7]=1, predict the reactants needed to synthesize it. The reactants are: [F:1][C:2]1[CH:7]=[CH:6][C:5]([C:8]2[N:9]=[C:10]3[N:14]([CH:15]=2)[CH:13]=[CH:12][O:11]3)=[CH:4][CH:3]=1.[C:16](OC(=O)C)(=[O:18])[CH3:17]. (2) The reactants are: [NH2:1][CH2:2][C:3]1[CH:12]=[CH:11][CH:10]=[C:9]2[C:4]=1[CH:5]=[CH:6][C:7]([NH:13][C@H:14]1[C:22]3[C:17](=[CH:18][CH:19]=[CH:20][CH:21]=3)[CH2:16][CH2:15]1)=[N:8]2.C(N(CC)CC)C.[F:30][C:31]1[CH:39]=[CH:38][C:34]([C:35](Cl)=[O:36])=[CH:33][CH:32]=1. Given the product [F:30][C:31]1[CH:39]=[CH:38][C:34]([C:35]([NH:1][CH2:2][C:3]2[CH:12]=[CH:11][CH:10]=[C:9]3[C:4]=2[CH:5]=[CH:6][C:7]([NH:13][C@H:14]2[C:22]4[C:17](=[CH:18][CH:19]=[CH:20][CH:21]=4)[CH2:16][CH2:15]2)=[N:8]3)=[O:36])=[CH:33][CH:32]=1, predict the reactants needed to synthesize it. (3) Given the product [Cl:1][C:2]1[CH:32]=[CH:31][C:5]([CH2:6][N:7]2[C:15]3[C:10](=[CH:11][C:12](/[CH:16]=[C:17]4/[C:18](=[O:30])[N:19]([C@@H:23]5[CH2:28][CH2:27][N:26]([CH:38]([CH3:40])[CH3:37])[CH2:25][C@H:24]5[F:29])[C:20](=[O:22])[S:21]/4)=[CH:13][CH:14]=3)[CH:9]=[N:8]2)=[C:4]([C:33]([F:36])([F:35])[F:34])[CH:3]=1, predict the reactants needed to synthesize it. The reactants are: [Cl:1][C:2]1[CH:32]=[CH:31][C:5]([CH2:6][N:7]2[C:15]3[C:10](=[CH:11][C:12](/[CH:16]=[C:17]4/[C:18](=[O:30])[N:19]([C@@H:23]5[CH2:28][CH2:27][NH:26][CH2:25][C@H:24]5[F:29])[C:20](=[O:22])[S:21]/4)=[CH:13][CH:14]=3)[CH:9]=[N:8]2)=[C:4]([C:33]([F:36])([F:35])[F:34])[CH:3]=1.[CH3:37][C:38]([CH3:40])=O. (4) Given the product [CH2:12]([N:14]1[CH2:19][CH2:18][C:17]2[NH:8][C:5]3[CH:4]=[CH:3][C:2]([CH3:10])=[CH:7][C:6]=3[C:16]=2[CH2:15]1)[CH3:13], predict the reactants needed to synthesize it. The reactants are: Cl.[C:2]1([CH3:10])[CH:7]=[CH:6][C:5]([NH:8]N)=[CH:4][CH:3]=1.Cl.[CH2:12]([N:14]1[CH2:19][CH2:18][C:17](=O)[CH2:16][CH2:15]1)[CH3:13]. (5) The reactants are: Cl[C:2]1[N:3]=[N:4][C:5]([C:8]([NH2:10])=[O:9])=[CH:6][CH:7]=1.C([NH:13][CH2:14][C:15]1[CH:20]=[CH:19][CH:18]=[CH:17][C:16]=1[O:21][C:22]1[CH:27]=[CH:26][CH:25]=[CH:24][CH:23]=1)C.[CH:28](N(C(C)C)CC)(C)[CH3:29]. Given the product [CH2:28]([N:10]([NH:13][CH2:14][C:15]1[CH:20]=[CH:19][CH:18]=[CH:17][C:16]=1[O:21][C:22]1[CH:27]=[CH:26][CH:25]=[CH:24][CH:23]=1)[C:8]([C:5]1[N:4]=[N:3][CH:2]=[CH:7][CH:6]=1)=[O:9])[CH3:29], predict the reactants needed to synthesize it.